Predict the reactants needed to synthesize the given product. From a dataset of Full USPTO retrosynthesis dataset with 1.9M reactions from patents (1976-2016). (1) Given the product [CH2:1]([O:23][C:21]1[C:20]([C:24]#[N:25])=[CH:19][C:18]([C:26]2[CH:27]=[CH:28][C:29]([Cl:32])=[CH:30][CH:31]=2)=[C:17]([C:11]2[CH:12]=[CH:13][C:14]([Cl:16])=[CH:15][C:10]=2[Cl:9])[N:22]=1)[C:2]1[CH:7]=[CH:6][CH:5]=[CH:4][CH:3]=1, predict the reactants needed to synthesize it. The reactants are: [CH2:1](Br)[C:2]1[CH:7]=[CH:6][CH:5]=[CH:4][CH:3]=1.[Cl:9][C:10]1[CH:15]=[C:14]([Cl:16])[CH:13]=[CH:12][C:11]=1[C:17]1[NH:22][C:21](=[O:23])[C:20]([C:24]#[N:25])=[CH:19][C:18]=1[C:26]1[CH:31]=[CH:30][C:29]([Cl:32])=[CH:28][CH:27]=1. (2) Given the product [N:1]1([C:17]2[C:18]3[C:25]([C:26]4[CH:27]=[C:28]([CH:31]=[CH:32][CH:33]=4)[C:29]#[N:30])=[CH:24][NH:23][C:19]=3[N:20]=[CH:21][N:22]=2)[CH2:6][CH2:5][O:4][CH2:3][CH2:2]1, predict the reactants needed to synthesize it. The reactants are: [NH:1]1[CH2:6][CH2:5][O:4][CH2:3][CH2:2]1.C(N(CC)C(C)C)(C)C.Cl[C:17]1[C:18]2[C:25]([C:26]3[CH:27]=[C:28]([CH:31]=[CH:32][CH:33]=3)[C:29]#[N:30])=[CH:24][NH:23][C:19]=2[N:20]=[CH:21][N:22]=1. (3) Given the product [NH2:11][C:9]1[N:8]=[CH:7][N:6]=[C:5]2[N:4]([CH:12]([C:14]3[CH:15]=[C:16]4[N:21]([C:22]=3[C:23]3[CH:28]=[CH:27][CH:26]=[CH:25][N:24]=3)[CH:20]=[C:19]([CH3:29])[CH:18]=[CH:17]4)[CH3:13])[N:3]=[C:2]([C:33]3[CH:34]=[C:35]([OH:37])[CH:36]=[C:31]([F:30])[CH:32]=3)[C:10]=12, predict the reactants needed to synthesize it. The reactants are: I[C:2]1[C:10]2[C:5](=[N:6][CH:7]=[N:8][C:9]=2[NH2:11])[N:4]([CH:12]([C:14]2[CH:15]=[C:16]3[N:21]([C:22]=2[C:23]2[CH:28]=[CH:27][CH:26]=[CH:25][N:24]=2)[CH:20]=[C:19]([CH3:29])[CH:18]=[CH:17]3)[CH3:13])[N:3]=1.[F:30][C:31]1[CH:32]=[C:33](B(O)O)[CH:34]=[C:35]([OH:37])[CH:36]=1.CCO.C([O-])([O-])=O.[Na+].[Na+]. (4) Given the product [C:8]1([C:5]2[CH:6]=[CH:7][C:2]([SH:16])=[N:3][CH:4]=2)[CH:13]=[CH:12][CH:11]=[CH:10][CH:9]=1, predict the reactants needed to synthesize it. The reactants are: Cl[C:2]1[CH:7]=[CH:6][C:5]([C:8]2[CH:13]=[CH:12][CH:11]=[CH:10][CH:9]=2)=[CH:4][N:3]=1.NC(N)=[S:16]. (5) Given the product [F:1][CH:2]([CH2:18][CH2:19][C:20]1[CH:25]=[CH:24][CH:23]=[CH:22][CH:21]=1)[CH2:3][N:5]1[CH2:9][CH2:8][C@H:7]([S:10][C:11]2[CH:16]=[CH:15][C:14]([OH:17])=[CH:13][CH:12]=2)[CH2:6]1, predict the reactants needed to synthesize it. The reactants are: [F:1][CH:2]([CH2:18][CH2:19][C:20]1[CH:25]=[CH:24][CH:23]=[CH:22][CH:21]=1)[C:3]([N:5]1[CH2:9][CH2:8][C@H:7]([S:10][C:11]2[CH:16]=[CH:15][C:14]([OH:17])=[CH:13][CH:12]=2)[CH2:6]1)=O.CO. (6) Given the product [N:22]1[C:31]2[C:26](=[CH:27][CH:28]=[CH:29][CH:30]=2)[CH:25]=[C:24]([CH2:32][N:18]2[CH2:19][C@@H:20]([CH3:21])[C@H:16]([C:12]3[NH:13][C:14](=[O:15])[C:9]4[CH:8]=[N:7][N:6]([CH:1]5[CH2:5][CH2:4][CH2:3][CH2:2]5)[C:10]=4[N:11]=3)[CH2:17]2)[N:23]=1, predict the reactants needed to synthesize it. The reactants are: [CH:1]1([N:6]2[C:10]3[N:11]=[C:12]([C@H:16]4[C@H:20]([CH3:21])[CH2:19][NH:18][CH2:17]4)[NH:13][C:14](=[O:15])[C:9]=3[CH:8]=[N:7]2)[CH2:5][CH2:4][CH2:3][CH2:2]1.[N:22]1[C:31]2[C:26](=[CH:27][CH:28]=[CH:29][CH:30]=2)[CH:25]=[C:24]([CH:32]=O)[N:23]=1. (7) Given the product [Br:16][C:17]1[C:22]([CH3:23])=[CH:21][C:20]([N+:24]([O-:26])=[O:25])=[CH:19][C:18]=1[CH2:27][NH:28][C:9](=[O:10])[O:11][C:12]([CH3:13])([CH3:14])[CH3:15], predict the reactants needed to synthesize it. The reactants are: [C:9](O[C:9]([O:11][C:12]([CH3:15])([CH3:14])[CH3:13])=[O:10])([O:11][C:12]([CH3:15])([CH3:14])[CH3:13])=[O:10].[Br:16][C:17]1[C:22]([CH3:23])=[CH:21][C:20]([N+:24]([O-:26])=[O:25])=[CH:19][C:18]=1[CH2:27][NH2:28]. (8) Given the product [CH3:10][S:11]([O:5][CH2:4][C@@H:3]([OH:6])[C:2]([CH3:9])([CH3:1])[CH2:7][O:8][S:11]([CH3:10])(=[O:13])=[O:12])(=[O:13])=[O:12], predict the reactants needed to synthesize it. The reactants are: [CH3:1][C:2]([CH3:9])([CH2:7][OH:8])[C@H:3]([OH:6])[CH2:4][OH:5].[CH3:10][S:11](Cl)(=[O:13])=[O:12].Cl.